This data is from Peptide-MHC class II binding affinity with 134,281 pairs from IEDB. The task is: Regression. Given a peptide amino acid sequence and an MHC pseudo amino acid sequence, predict their binding affinity value. This is MHC class II binding data. (1) The peptide sequence is LSYRSLQPETFAVVD. The MHC is HLA-DPA10103-DPB10201 with pseudo-sequence HLA-DPA10103-DPB10201. The binding affinity (normalized) is 0.759. (2) The MHC is DRB1_0301 with pseudo-sequence DRB1_0301. The binding affinity (normalized) is 0.644. The peptide sequence is LSIPISINYRTEIDK. (3) The peptide sequence is VSAIVGAAASVFVCL. The MHC is HLA-DQA10401-DQB10402 with pseudo-sequence HLA-DQA10401-DQB10402. The binding affinity (normalized) is 0.174.